Dataset: Full USPTO retrosynthesis dataset with 1.9M reactions from patents (1976-2016). Task: Predict the reactants needed to synthesize the given product. (1) Given the product [CH:1]1([C:4]2[O:9][C:8]([C:10]3[CH:11]=[C:12]4[C:16](=[CH:17][CH:18]=3)[N:15]([S:19]([C:22]3[CH:28]=[CH:27][C:25]([CH3:26])=[CH:24][CH:23]=3)(=[O:20])=[O:21])[CH:14]=[C:13]4[I:29])=[N:7][N:6]=2)[CH2:2][CH2:3]1, predict the reactants needed to synthesize it. The reactants are: [CH:1]1([C:4]([NH:6][NH:7][C:8]([C:10]2[CH:11]=[C:12]3[C:16](=[CH:17][CH:18]=2)[N:15]([S:19]([C:22]2[CH:28]=[CH:27][C:25]([CH3:26])=[CH:24][CH:23]=2)(=[O:21])=[O:20])[CH:14]=[C:13]3[I:29])=[O:9])=O)[CH2:3][CH2:2]1.O=P(Cl)(Cl)Cl. (2) Given the product [C:16]([O:20][C:21]([N:23]1[CH2:28][CH2:27][CH:26]([N:29]([CH:30]2[CH2:31][CH2:32]2)[C:11](=[O:13])[C:10]2[CH:9]=[CH:8][C:7]([C:6]3[N:2]([CH3:1])[N:3]=[CH:4][N:5]=3)=[CH:15][CH:14]=2)[CH2:25][CH2:24]1)=[O:22])([CH3:19])([CH3:17])[CH3:18], predict the reactants needed to synthesize it. The reactants are: [CH3:1][N:2]1[C:6]([C:7]2[CH:15]=[CH:14][C:10]([C:11]([OH:13])=O)=[CH:9][CH:8]=2)=[N:5][CH:4]=[N:3]1.[C:16]([O:20][C:21]([N:23]1[CH2:28][CH2:27][CH:26]([NH:29][CH:30]2[CH2:32][CH2:31]2)[CH2:25][CH2:24]1)=[O:22])([CH3:19])([CH3:18])[CH3:17]. (3) Given the product [CH3:9][C:1]1[CH:6]=[CH:5][C:4]([C:7]2[NH:12][N:11]=[N:10][N:8]=2)=[CH:3][CH:2]=1, predict the reactants needed to synthesize it. The reactants are: [C:1]1([CH3:9])[CH:6]=[CH:5][C:4]([C:7]#[N:8])=[CH:3][CH:2]=1.[N-:10]=[N+:11]=[N-:12].[Na+].Cl. (4) Given the product [Br:1][C:2]1[CH:3]=[C:4]([C:8]2([C:11]([OH:15])=[O:17])[CH2:10][CH2:9]2)[CH:5]=[CH:6][CH:7]=1, predict the reactants needed to synthesize it. The reactants are: [Br:1][C:2]1[CH:3]=[C:4]([C:8]2([C:11]#N)[CH2:10][CH2:9]2)[CH:5]=[CH:6][CH:7]=1.C(O)C[OH:15].[OH-:17].[K+].Cl. (5) Given the product [F:19][C:9]1[CH:8]=[C:7]([N:6]2[CH2:2][C@H:1]([CH2:35][N:29]3[C:30](=[O:31])[C:25]4=[CH:24][CH:34]=[CH:33][CH:32]=[C:26]4[C:27]3=[O:28])[O:3][C:4]2=[O:5])[CH:12]=[CH:11][C:10]=1[N:13]1[CH2:18][CH2:17][O:16][CH2:15][CH2:14]1, predict the reactants needed to synthesize it. The reactants are: [CH2:1]([O:3][C:4]([NH:6][C:7]1[CH:12]=[CH:11][C:10]([N:13]2[CH2:18][CH2:17][O:16][CH2:15][CH2:14]2)=[C:9]([F:19])[CH:8]=1)=[O:5])[CH3:2].C([C:24]1[CH:34]=[CH:33][CH:32]=[C:26]2[C:27]([NH:29][C:30](=[O:31])[C:25]=12)=[O:28])[C@@H]1OC1.[CH:35](N(CC)C(C)C)(C)C. (6) Given the product [Cl:24][C:21]1[CH:20]=[CH:19][C:18]([C:7]2[C:8]([C:10]3[CH:15]=[CH:14][C:13]([Cl:16])=[CH:12][C:11]=3[Cl:17])=[N:9][C:2]([CH2:30][C:29]3[CH:32]=[CH:33][C:34]([F:35])=[C:27]([F:26])[CH:28]=3)=[C:3]([CH:6]=2)[C:4]#[N:5])=[CH:23][CH:22]=1, predict the reactants needed to synthesize it. The reactants are: Cl[C:2]1[N:9]=[C:8]([C:10]2[CH:15]=[CH:14][C:13]([Cl:16])=[CH:12][C:11]=2[Cl:17])[C:7]([C:18]2[CH:23]=[CH:22][C:21]([Cl:24])=[CH:20][CH:19]=2)=[CH:6][C:3]=1[C:4]#[N:5].[Br-].[F:26][C:27]1[CH:28]=[C:29]([CH:32]=[CH:33][C:34]=1[F:35])[CH2:30][Zn+]. (7) Given the product [CH3:1][O:2][CH:3]([CH2:8][S:9][CH3:10])[C:4]([OH:6])=[O:5], predict the reactants needed to synthesize it. The reactants are: [CH3:1][O:2][CH:3]([CH2:8][S:9][CH3:10])[C:4]([O:6]C)=[O:5].[OH-].[Na+].O. (8) Given the product [C:36]([O:35][C:33]([NH:32][C@@H:10]([CH2:11][CH2:12][CH2:13][O:14][Si:15]([C:28]([CH3:31])([CH3:30])[CH3:29])([C:16]1[CH:17]=[CH:18][CH:19]=[CH:20][CH:21]=1)[C:22]1[CH:27]=[CH:26][CH:25]=[CH:24][CH:23]=1)[C:9]([OH:40])=[O:8])=[O:34])([CH3:39])([CH3:37])[CH3:38], predict the reactants needed to synthesize it. The reactants are: C([O:8][C:9](=[O:40])[C@@H:10]([NH:32][C:33]([O:35][C:36]([CH3:39])([CH3:38])[CH3:37])=[O:34])[CH2:11][CH2:12][CH2:13][O:14][Si:15]([C:28]([CH3:31])([CH3:30])[CH3:29])([C:22]1[CH:27]=[CH:26][CH:25]=[CH:24][CH:23]=1)[C:16]1[CH:21]=[CH:20][CH:19]=[CH:18][CH:17]=1)C1C=CC=CC=1. (9) Given the product [Cl:24][C:25]1[N:30]=[C:29]([NH:1][C:2]2[CH:3]=[C:4]([CH2:8][CH2:9][C:10]3[CH:11]=[C:12]([NH:16][C:17](=[O:23])[O:18][C:19]([CH3:20])([CH3:22])[CH3:21])[CH:13]=[N:14][CH:15]=3)[CH:5]=[CH:6][CH:7]=2)[C:28]([F:32])=[CH:27][N:26]=1, predict the reactants needed to synthesize it. The reactants are: [NH2:1][C:2]1[CH:3]=[C:4]([CH2:8][CH2:9][C:10]2[CH:11]=[C:12]([NH:16][C:17](=[O:23])[O:18][C:19]([CH3:22])([CH3:21])[CH3:20])[CH:13]=[N:14][CH:15]=2)[CH:5]=[CH:6][CH:7]=1.[Cl:24][C:25]1[N:30]=[C:29](Cl)[C:28]([F:32])=[CH:27][N:26]=1.C(=O)([O-])[O-].[K+].[K+]. (10) Given the product [C:9]([O:8][CH2:7][CH2:6][CH2:5][CH2:4][CH2:3][CH2:2][Br:1])(=[O:11])[CH3:10], predict the reactants needed to synthesize it. The reactants are: [Br:1][CH2:2][CH2:3][CH2:4][CH2:5][CH2:6][CH2:7][OH:8].[C:9](OC(=O)C)(=[O:11])[CH3:10].C(OC(C)C)(C)C.